From a dataset of Catalyst prediction with 721,799 reactions and 888 catalyst types from USPTO. Predict which catalyst facilitates the given reaction. (1) Reactant: Br.[NH2:2][C:3]1[C:11]([OH:12])=[CH:10][CH:9]=[CH:8][C:4]=1[C:5]([OH:7])=[O:6].[C:13](Cl)(=O)[CH3:14].C(N(CC)CC)C.O.C1(C)C=CC(S(O)(=O)=O)=CC=1. Product: [CH3:13][C:14]1[O:12][C:11]2[C:3](=[C:4]([C:5]([OH:7])=[O:6])[CH:8]=[CH:9][CH:10]=2)[N:2]=1. The catalyst class is: 46. (2) Reactant: CC1C=CC(S(O[CH2:12][C@@H:13]2[O:17][C:16](=[O:18])[N:15]([C:19]3[CH:24]=[CH:23][C:22]([N:25]4[CH2:30][CH2:29][O:28][CH2:27][C:26]4=[O:31])=[CH:21][CH:20]=3)[CH2:14]2)(=O)=O)=CC=1.[C:32]([NH2:43])(=[O:42])[C:33]1[C:34](=[CH:38][CH:39]=[CH:40][CH:41]=1)[C:35](N)=[O:36].C(=O)([O-])[O-].[K+].[K+]. Product: [O:18]=[C:16]1[N:15]([C:19]2[CH:20]=[CH:21][C:22]([N:25]3[CH2:30][CH2:29][O:28][CH2:27][C:26]3=[O:31])=[CH:23][CH:24]=2)[CH2:14][C@H:13]([CH2:12][N:43]2[C:32](=[O:42])[C:33]3[C:34](=[CH:38][CH:39]=[CH:40][CH:41]=3)[C:35]2=[O:36])[O:17]1. The catalyst class is: 9. (3) Reactant: [O:1]=[C:2]1[NH:10][C:5]2=[N:6][CH:7]=[CH:8][CH:9]=[C:4]2[C@:3]21[CH2:18][C:17]1[C:12](=[CH:13][CH:14]=[C:15]([C:19]([O:21]C)=[O:20])[CH:16]=1)[CH2:11]2.[OH-].[Na+].Cl. Product: [O:1]=[C:2]1[NH:10][C:5]2=[N:6][CH:7]=[CH:8][CH:9]=[C:4]2[C@:3]21[CH2:18][C:17]1[C:12](=[CH:13][CH:14]=[C:15]([C:19]([OH:21])=[O:20])[CH:16]=1)[CH2:11]2. The catalyst class is: 5. (4) Reactant: [CH3:1][NH:2][CH3:3].[N+:4]([C:7]1[CH:12]=[CH:11][CH:10]=[CH:9][C:8]=1[S:13](Cl)(=[O:15])=[O:14])([O-:6])=[O:5]. Product: [N+:4]([C:7]1[CH:12]=[CH:11][CH:10]=[CH:9][C:8]=1[S:13]([N:2]([CH3:3])[CH3:1])(=[O:15])=[O:14])([O-:6])=[O:5]. The catalyst class is: 1. (5) Reactant: [CH:1]12[N:8]([C:9]3[CH:16]=[CH:15][C:12]([C:13]#[N:14])=[C:11]([Cl:17])[CH:10]=3)[CH:5]([CH2:6][CH2:7]1)[CH2:4][CH2:3][CH2:2]2.[H-].[H-].[H-].[H-].[Li+].[Al+3]. Product: [CH:5]12[N:8]([C:9]3[CH:16]=[CH:15][C:12]([CH2:13][NH2:14])=[C:11]([Cl:17])[CH:10]=3)[CH:1]([CH2:7][CH2:6]1)[CH2:2][CH2:3][CH2:4]2. The catalyst class is: 1. (6) Reactant: [CH3:1][C@@H:2]([NH2:6])[CH2:3][CH2:4][CH3:5].ClCCl.F[C:11]1[N:19]=[C:18]2[C:14]([N:15]=[CH:16][N:17]2[CH:20]2[CH2:25][CH2:24][CH2:23][CH2:22][O:21]2)=[C:13]([NH2:26])[N:12]=1. Product: [CH3:1][C@@H:2]([NH:6][C:11]1[N:19]=[C:18]2[C:14]([N:15]=[CH:16][N:17]2[CH:20]2[CH2:25][CH2:24][CH2:23][CH2:22][O:21]2)=[C:13]([NH2:26])[N:12]=1)[CH2:3][CH2:4][CH3:5]. The catalyst class is: 196. (7) Reactant: [C:1]([CH2:3][C:4]([O:6][CH2:7][CH3:8])=[O:5])#[N:2].C([O-])([O-])=O.[K+].[K+].[CH3:15][O:16][C:17]1[CH:18]=[C:19]([C:23](=[O:26])[CH:24]=[CH2:25])[CH:20]=[CH:21][CH:22]=1. Product: [C:1]([CH:3]([CH2:25][CH2:24][C:23]([C:19]1[CH:20]=[CH:21][CH:22]=[C:17]([O:16][CH3:15])[CH:18]=1)=[O:26])[C:4]([O:6][CH2:7][CH3:8])=[O:5])#[N:2]. The catalyst class is: 1.